This data is from Reaction yield outcomes from USPTO patents with 853,638 reactions. The task is: Predict the reaction yield, written as a fraction of the theoretical maximum amount of product (1.0 means a 100% yield; for example, 0.34 means a 34% yield). (1) The reactants are [CH2:1]([O:3][C:4](=[O:20])[C:5]1[CH:10]=[CH:9][C:8]([N:11]=[CH:12][C:13]2[CH:14]=[N:15][CH:16]=[C:17]([Br:19])[CH:18]=2)=[CH:7][CH:6]=1)[CH3:2].O.[O-]S(C(F)(F)F)(=O)=O.[Yb+3].[O-]S(C(F)(F)F)(=O)=O.[O-]S(C(F)(F)F)(=O)=O.[CH:47](=[O:51])[CH:48]([CH3:50])[CH3:49].O. The catalyst is O1CCCC1. The product is [CH2:1]([O:3][C:4]([C:5]1[CH:10]=[C:9]2[C:8](=[CH:7][CH:6]=1)[NH:11][CH:12]([C:13]1[CH:14]=[N:15][CH:16]=[C:17]([Br:19])[CH:18]=1)[C:48]([CH3:50])([CH3:49])[CH:47]2[OH:51])=[O:20])[CH3:2]. The yield is 0.800. (2) The catalyst is C(Cl)Cl. The reactants are C([CH:3]([C:7](Cl)=[O:8])[C:4](Cl)=[O:5])C.[NH2:10][C:11]1[CH:16]=[CH:15][C:14]([C:17]([C:25]2[CH:30]=[CH:29][C:28]([Cl:31])=[CH:27][CH:26]=2)([OH:24])[C:18]2[N:22]([CH3:23])[CH:21]=[N:20][CH:19]=2)=[CH:13][C:12]=1[C:32]([C:34]1[CH:39]=[CH:38][CH:37]=[C:36]([Cl:40])[CH:35]=1)=O.N1[CH:46]=[CH:45]C=CC=1.[OH2:47]. The yield is 0.600. The product is [Cl:40][C:36]1[CH:35]=[C:34]([C:32]2[C:12]3[C:11](=[CH:16][CH:15]=[C:14]([C:17]([C:25]4[CH:30]=[CH:29][C:28]([Cl:31])=[CH:27][CH:26]=4)([OH:24])[C:18]4[N:22]([CH3:23])[CH:21]=[N:20][CH:19]=4)[CH:13]=3)[NH:10][C:7](=[O:8])[C:3]=2[C:4]([O:5][CH2:45][CH3:46])=[O:47])[CH:39]=[CH:38][CH:37]=1. (3) The reactants are N1C=CC=NC=1C([O-])=O.[Cl:10][C:11]1[CH:12]=[C:13]([C:17]2[CH:18]=[C:19]([CH2:25][C:26]3[CH:27]=[N:28][C:29]([C:32](OC)=[O:33])=[N:30][CH:31]=3)[CH:20]=[N:21][C:22]=2[O:23][CH3:24])[CH:14]=[CH:15][CH:16]=1.[BH4-].[Na+].C(O)(=O)CC(CC(O)=O)(C(O)=O)O. The yield is 0.250. The catalyst is CO. The product is [Cl:10][C:11]1[CH:12]=[C:13]([C:17]2[CH:18]=[C:19]([CH2:25][C:26]3[CH:31]=[N:30][C:29]([CH2:32][OH:33])=[N:28][CH:27]=3)[CH:20]=[N:21][C:22]=2[O:23][CH3:24])[CH:14]=[CH:15][CH:16]=1. (4) The reactants are [CH:1]1([C:7]2[S:8][C:9]3[C:15]([O:16]C)=[CH:14][CH:13]=[C:12]([O:18]C)[C:10]=3[N:11]=2)[CH2:6][CH2:5][CH2:4][CH2:3][CH2:2]1.[Ce+4].[N+]([O-])([O-])=O.[NH4+]. The catalyst is C(#N)C.O. The product is [CH:1]1([C:7]2[S:8][C:9]3[C:15](=[O:16])[CH:14]=[CH:13][C:12](=[O:18])[C:10]=3[N:11]=2)[CH2:2][CH2:3][CH2:4][CH2:5][CH2:6]1. The yield is 0.880. (5) The catalyst is CC#N. The product is [Br-:37].[OH:10][C:9]([C:19]1[CH:24]=[CH:23][CH:22]=[C:21]([O:25][CH3:26])[CH:20]=1)([C:11]1[CH:16]=[CH:15][CH:14]=[C:13]([O:17][CH3:18])[CH:12]=1)[C:4]12[CH2:5][CH2:6][N+:1]([CH2:36][CH2:35][O:34][CH2:33][C:27]3[CH:32]=[CH:31][CH:30]=[CH:29][CH:28]=3)([CH2:2][CH2:3]1)[CH2:8][CH2:7]2. The yield is 0.338. The reactants are [N:1]12[CH2:8][CH2:7][C:4]([C:9]([C:19]3[CH:24]=[CH:23][CH:22]=[C:21]([O:25][CH3:26])[CH:20]=3)([C:11]3[CH:16]=[CH:15][CH:14]=[C:13]([O:17][CH3:18])[CH:12]=3)[OH:10])([CH2:5][CH2:6]1)[CH2:3][CH2:2]2.[C:27]1([CH2:33][O:34][CH2:35][CH2:36][Br:37])[CH:32]=[CH:31][CH:30]=[CH:29][CH:28]=1. (6) The reactants are C(N1C=CN=C1)(N1C=CN=C1)=O.[C:13]([O:17][C:18]([NH:20][C:21]([CH3:26])([CH3:25])[C:22]([OH:24])=O)=[O:19])([CH3:16])([CH3:15])[CH3:14].C(N(CC)C(C)C)(C)C.[Br:36][C:37]1[C:38]([NH2:44])=[N:39][CH:40]=[C:41]([Br:43])[N:42]=1. The catalyst is CN(C)C=O.ClCCl. The product is [Br:36][C:37]1[C:38]([NH:44][C:22](=[O:24])[C:21]([NH:20][C:18](=[O:19])[O:17][C:13]([CH3:14])([CH3:15])[CH3:16])([CH3:26])[CH3:25])=[N:39][CH:40]=[C:41]([Br:43])[N:42]=1. The yield is 0.370. (7) The reactants are [F:1][C:2]1[CH:7]=[CH:6][C:5]([CH2:8][C:9]2[CH:18]=[C:17]3[C:12]([C:13]([OH:26])=[C:14]([C:21]([O:23]CC)=O)[C:15](=[O:20])[N:16]3[CH3:19])=[N:11][CH:10]=2)=[CH:4][CH:3]=1.[NH2:27][CH2:28][CH2:29][N:30]([CH3:35])[S:31]([CH3:34])(=[O:33])=[O:32]. No catalyst specified. The product is [F:1][C:2]1[CH:7]=[CH:6][C:5]([CH2:8][C:9]2[CH:18]=[C:17]3[C:12]([C:13]([OH:26])=[C:14]([C:21]([NH:27][CH2:28][CH2:29][N:30]([CH3:35])[S:31]([CH3:34])(=[O:33])=[O:32])=[O:23])[C:15](=[O:20])[N:16]3[CH3:19])=[N:11][CH:10]=2)=[CH:4][CH:3]=1. The yield is 0.960.